From a dataset of Forward reaction prediction with 1.9M reactions from USPTO patents (1976-2016). Predict the product of the given reaction. (1) The product is: [Br:1][C:2]1[CH:7]=[CH:6][C:5]([N:17]([CH:18]2[CH2:23][CH2:22][CH2:21][CH2:20][CH2:19]2)[CH2:16][CH2:15][CH2:14][C:13]([F:12])([F:24])[F:25])=[C:4]([N+:9]([O-:11])=[O:10])[CH:3]=1. Given the reactants [Br:1][C:2]1[CH:7]=[CH:6][C:5](F)=[C:4]([N+:9]([O-:11])=[O:10])[CH:3]=1.[F:12][C:13]([F:25])([F:24])[CH2:14][CH2:15][CH2:16][NH:17][CH:18]1[CH2:23][CH2:22][CH2:21][CH2:20][CH2:19]1, predict the reaction product. (2) Given the reactants C(O[C:9]1[CH:14]=C[C:12]([C:15]2[CH:16]=[C:17]([C:22]([O:24][CH2:25][CH3:26])=[O:23])[C:18](=[O:21])[NH:19][N:20]=2)=[CH:11][CH:10]=1)C1C=CC=CC=1.Cl.Cl.[NH2:29]N, predict the reaction product. The product is: [N:29]1[CH:14]=[CH:9][CH:10]=[CH:11][C:12]=1[C:15]1[CH:16]=[C:17]([C:22]([O:24][CH2:25][CH3:26])=[O:23])[C:18](=[O:21])[NH:19][N:20]=1.